From a dataset of Full USPTO retrosynthesis dataset with 1.9M reactions from patents (1976-2016). Predict the reactants needed to synthesize the given product. (1) Given the product [F:1][C:2]1[CH:3]=[C:4]([CH:12]2[C:21]3[C:16](=[CH:17][CH:18]=[CH:19][CH:20]=3)[CH2:15][CH2:14][N:13]2[C:30]([NH:29][C:26]2[CH:27]=[CH:28][C:23]([F:22])=[CH:24][CH:25]=2)=[O:31])[CH:5]=[CH:6][C:7]=1[C:8]([F:11])([F:9])[F:10], predict the reactants needed to synthesize it. The reactants are: [F:1][C:2]1[CH:3]=[C:4]([CH:12]2[C:21]3[C:16](=[CH:17][CH:18]=[CH:19][CH:20]=3)[CH2:15][CH2:14][NH:13]2)[CH:5]=[CH:6][C:7]=1[C:8]([F:11])([F:10])[F:9].[F:22][C:23]1[CH:28]=[CH:27][C:26]([N:29]=[C:30]=[O:31])=[CH:25][CH:24]=1. (2) Given the product [Cl-:1].[CH3:13][N+:14]([CH3:15])([CH2:2][C:3]1[CH:12]=[CH:11][C:10]2[C:5](=[CH:6][CH:7]=[CH:8][CH:9]=2)[CH:4]=1)[CH2:16][CH2:17][CH2:18][CH2:19][CH2:20][CH2:21][CH2:22][CH2:23][CH2:24][CH2:25][CH2:26][CH2:27][CH2:28][CH2:29][CH2:30][CH2:31][CH2:32][CH3:33], predict the reactants needed to synthesize it. The reactants are: [Cl:1][CH2:2][C:3]1[CH:12]=[CH:11][C:10]2[C:5](=[CH:6][CH:7]=[CH:8][CH:9]=2)[CH:4]=1.[CH3:13][N:14]([CH2:16][CH2:17][CH2:18][CH2:19][CH2:20][CH2:21][CH2:22][CH2:23][CH2:24][CH2:25][CH2:26][CH2:27][CH2:28][CH2:29][CH2:30][CH2:31][CH2:32][CH3:33])[CH3:15]. (3) Given the product [Br:24][C:6]1[CH:7]=[CH:8][C:9]2[N:4]=[CH:3][C:2]3[NH:1][C:36](=[O:35])[N:12]([C:13]4[CH:14]=[CH:15][C:16]([C:19]([CH3:23])([CH3:22])[C:20]#[N:21])=[CH:17][CH:18]=4)[C:11]=3[C:10]=2[CH:5]=1, predict the reactants needed to synthesize it. The reactants are: [NH2:1][C:2]1[CH:3]=[N:4][C:5]2[C:10]([C:11]=1[NH:12][C:13]1[CH:18]=[CH:17][C:16]([C:19]([CH3:23])([CH3:22])[C:20]#[N:21])=[CH:15][CH:14]=1)=[CH:9][CH:8]=[CH:7][C:6]=2[Br:24].C(N(CC)CC)C.ClC([O:35][C:36](Cl)(Cl)Cl)=O. (4) Given the product [NH2:36][C:37]1([C:41]2[CH:46]=[CH:45][C:44]([C:47]3[C:48](=[O:67])[C:49]4[C:50]([O:59][C:60]=3[C:61]3[CH:62]=[CH:63][CH:64]=[CH:65][CH:66]=3)=[C:51]3[C:55](=[CH:56][CH:57]=4)[N:54]([CH3:58])[N:53]=[CH:52]3)=[CH:43][CH:42]=2)[CH2:38][CH2:39][CH2:40]1, predict the reactants needed to synthesize it. The reactants are: NC1(C2C=CC(C3C(=O)C4C(=CC=C(F)C=4)OC=3C3C=CC=CC=3)=CC=2)CCC1.C(OC(=O)[NH:36][C:37]1([C:41]2[CH:46]=[CH:45][C:44]([C:47]3[C:48](=[O:67])[C:49]4[C:50]([O:59][C:60]=3[C:61]3[CH:66]=[CH:65][CH:64]=[CH:63][CH:62]=3)=[C:51]3[C:55](=[CH:56][CH:57]=4)[N:54]([CH3:58])[N:53]=[CH:52]3)=[CH:43][CH:42]=2)[CH2:40][CH2:39][CH2:38]1)(C)(C)C. (5) The reactants are: [CH2:1]1[C:5]2([CH2:10][CH2:9][NH:8][CH2:7][CH2:6]2)[CH2:4][CH2:3][N:2]1[C:11]([O:13][C:14]([CH3:17])([CH3:16])[CH3:15])=[O:12].Br[C:19]1[CH:24]=[CH:23][C:22]([F:25])=[CH:21][CH:20]=1.C1C=CC(P(C2C(C3C(P(C4C=CC=CC=4)C4C=CC=CC=4)=CC=C4C=3C=CC=C4)=C3C(C=CC=C3)=CC=2)C2C=CC=CC=2)=CC=1. Given the product [F:25][C:22]1[CH:23]=[CH:24][C:19]([N:8]2[CH2:7][CH2:6][C:5]3([CH2:1][N:2]([C:11]([O:13][C:14]([CH3:17])([CH3:16])[CH3:15])=[O:12])[CH2:3][CH2:4]3)[CH2:10][CH2:9]2)=[CH:20][CH:21]=1, predict the reactants needed to synthesize it. (6) Given the product [F:17][C:3]([F:2])([F:16])[C:4]1[CH:9]=[CH:8][CH:7]=[CH:6][C:5]=1[CH:10]1[CH2:11][CH2:12][N:13]([C:34]([C:31]2[C:28]3[CH2:29][CH2:30][N:25]([C:23]([O:22][C:18]([CH3:21])([CH3:20])[CH3:19])=[O:24])[CH2:26][C:27]=3[NH:33][N:32]=2)=[O:35])[CH2:14][CH2:15]1, predict the reactants needed to synthesize it. The reactants are: Cl.[F:2][C:3]([F:17])([F:16])[C:4]1[CH:9]=[CH:8][CH:7]=[CH:6][C:5]=1[CH:10]1[CH2:15][CH2:14][NH:13][CH2:12][CH2:11]1.[C:18]([O:22][C:23]([N:25]1[CH2:30][CH2:29][C:28]2[C:31]([C:34](O)=[O:35])=[N:32][NH:33][C:27]=2[CH2:26]1)=[O:24])([CH3:21])([CH3:20])[CH3:19].CCN(C(C)C)C(C)C.CCN=C=NCCCN(C)C.C1C=CC2N(O)N=NC=2C=1. (7) Given the product [CH3:35][N:20]1[C:21]([N:22]2[C:26]3=[N:27][CH:28]=[C:29]([C:31]([F:32])([F:34])[F:33])[CH:30]=[C:25]3[CH:24]=[CH:23]2)=[C:17]([CH2:16][CH2:15][CH2:14][O:13][C:12]([N-:11][S:8](=[O:9])(=[O:10])[NH:7][CH2:6][CH2:5][O:4][CH:1]([CH3:3])[CH3:2])=[O:37])[C:18]([CH3:36])=[N:19]1.[K+:42], predict the reactants needed to synthesize it. The reactants are: [CH:1]([O:4][CH2:5][CH2:6][NH:7][S:8]([NH:11][C:12](=[O:37])[O:13][CH2:14][CH2:15][CH2:16][C:17]1[C:18]([CH3:36])=[N:19][N:20]([CH3:35])[C:21]=1[N:22]1[C:26]2=[N:27][CH:28]=[C:29]([C:31]([F:34])([F:33])[F:32])[CH:30]=[C:25]2[CH:24]=[CH:23]1)(=[O:10])=[O:9])([CH3:3])[CH3:2].C(=O)([O-])O.[K+:42]. (8) Given the product [Br:7][C:8]1[CH:16]=[C:15]2[N:14]([C:17]([O:19][C:20]([CH3:21])([CH3:23])[CH3:22])=[O:18])[C:13](=[O:24])[C:12]3([CH2:30][CH2:29][O:28][CH2:27][CH2:26]3)[C:11]2=[CH:10][CH:9]=1, predict the reactants needed to synthesize it. The reactants are: C(=O)([O-])[O-].[Cs+].[Cs+].[Br:7][C:8]1[CH:16]=[C:15]2[C:11]([CH2:12][C:13](=[O:24])[N:14]2[C:17]([O:19][C:20]([CH3:23])([CH3:22])[CH3:21])=[O:18])=[CH:10][CH:9]=1.I[CH2:26][CH2:27][O:28][CH2:29][CH2:30]I.C(O)(=O)C. (9) Given the product [ClH:17].[CH3:1][C:2]1[N:7]=[C:6]([S:8][CH2:9][C:10]2[N:14]([CH3:15])[CH:13]=[N:12][CH:11]=2)[N:5]=[C:4]([OH:16])[CH:3]=1, predict the reactants needed to synthesize it. The reactants are: [CH3:1][C:2]1[N:7]=[C:6]([S:8][CH2:9][C:10]2[N:14]([CH3:15])[CH:13]=[N:12][CH:11]=2)[N:5]=[C:4]([OH:16])[CH:3]=1.[ClH:17].O1CCOCC1.